This data is from hERG Central: cardiac toxicity at 1µM, 10µM, and general inhibition. The task is: Predict hERG channel inhibition at various concentrations. (1) The molecule is COc1ccc(-c2csc(N(CCCN(C)C)C(=O)c3ccccc3C)n2)cc1.Cl. Results: hERG_inhib (hERG inhibition (general)): blocker. (2) The drug is CC1CC(C)CN(CCCNC(=O)C2CCCN(S(=O)(=O)N3CC(C)CC(C)C3)C2)C1. Results: hERG_inhib (hERG inhibition (general)): blocker.